This data is from Reaction yield outcomes from USPTO patents with 853,638 reactions. The task is: Predict the reaction yield, written as a fraction of the theoretical maximum amount of product (1.0 means a 100% yield; for example, 0.34 means a 34% yield). (1) The reactants are [NH2:1][C:2]1[N:6]([C:7]2[CH:8]=[C:9]([CH:16]=[CH:17][C:18]=2[CH3:19])[C:10]([NH:12][CH:13]2[CH2:15][CH2:14]2)=[O:11])[N:5]=[CH:4][C:3]=1[C:20](=[O:31])[C:21]1[CH:26]=[CH:25][CH:24]=[C:23]([O:27][CH2:28][CH2:29]Br)[CH:22]=1.[Cl:32][C:33]1[CH:38]=[CH:37][C:36]([OH:39])=[CH:35][CH:34]=1.C([O-])([O-])=O.[K+].[K+]. The catalyst is CN(C=O)C. The product is [NH2:1][C:2]1[N:6]([C:7]2[CH:8]=[C:9]([CH:16]=[CH:17][C:18]=2[CH3:19])[C:10]([NH:12][CH:13]2[CH2:15][CH2:14]2)=[O:11])[N:5]=[CH:4][C:3]=1[C:20](=[O:31])[C:21]1[CH:26]=[CH:25][CH:24]=[C:23]([O:27][CH2:28][CH2:29][O:39][C:36]2[CH:37]=[CH:38][C:33]([Cl:32])=[CH:34][CH:35]=2)[CH:22]=1. The yield is 0.380. (2) The reactants are Br[C:2]1[C:3]([O:10][CH2:11][CH3:12])=[CH:4][C:5](=[O:9])[N:6]([CH3:8])[CH:7]=1.[B:13]1([B:13]2[O:17][C:16]([CH3:19])([CH3:18])[C:15]([CH3:21])([CH3:20])[O:14]2)[O:17][C:16]([CH3:19])([CH3:18])[C:15]([CH3:21])([CH3:20])[O:14]1.C1(P(C2CCCCC2)C2C=CC=CC=2C2C(C(C)C)=CC(C(C)C)=CC=2C(C)C)CCCCC1.C([O-])(=O)C.[K+]. The catalyst is O1CCOCC1.C1C=CC(/C=C/C(/C=C/C2C=CC=CC=2)=O)=CC=1.C1C=CC(/C=C/C(/C=C/C2C=CC=CC=2)=O)=CC=1.C1C=CC(/C=C/C(/C=C/C2C=CC=CC=2)=O)=CC=1.[Pd].[Pd]. The product is [CH2:11]([O:10][C:3]1[C:2]([B:13]2[O:17][C:16]([CH3:19])([CH3:18])[C:15]([CH3:21])([CH3:20])[O:14]2)=[CH:7][N:6]([CH3:8])[C:5](=[O:9])[CH:4]=1)[CH3:12]. The yield is 0.582.